Dataset: Full USPTO retrosynthesis dataset with 1.9M reactions from patents (1976-2016). Task: Predict the reactants needed to synthesize the given product. (1) Given the product [C:1]([C:4]1[C:22](=[O:23])[C@@:8]2([CH3:24])[C:9]3[C:15]([OH:16])=[CH:14][C:13]([O:17][CH3:18])=[C:12]([C:19]([NH:21][CH2:44][C:37]4[C:38]5[C:43](=[CH:42][CH:41]=[CH:40][CH:39]=5)[C:34]([O:33][CH2:26][C:27]5[CH:32]=[CH:31][CH:30]=[CH:29][CH:28]=5)=[CH:35][CH:36]=4)=[O:20])[C:10]=3[O:11][C:7]2=[CH:6][C:5]=1[OH:25])(=[O:3])[CH3:2], predict the reactants needed to synthesize it. The reactants are: [C:1]([C:4]1[C:22](=[O:23])[C@@:8]2([CH3:24])[C:9]3[C:15]([OH:16])=[CH:14][C:13]([O:17][CH3:18])=[C:12]([C:19]([NH2:21])=[O:20])[C:10]=3[O:11][C:7]2=[CH:6][C:5]=1[OH:25])(=[O:3])[CH3:2].[CH2:26]([O:33][C:34]1[C:43]2[C:38](=[CH:39][CH:40]=[CH:41][CH:42]=2)[C:37]([CH:44]=O)=[CH:36][CH:35]=1)[C:27]1[CH:32]=[CH:31][CH:30]=[CH:29][CH:28]=1.C([SiH](CC)CC)C.FC(F)(F)C(O)=O. (2) Given the product [CH3:21][C:13]1[N:12]([C:8]2[CH:7]=[C:6]([CH:11]=[CH:10][CH:9]=2)[CH:2]=[O:1])[C:20]2[C:15]([CH:14]=1)=[CH:16][CH:17]=[CH:18][CH:19]=2, predict the reactants needed to synthesize it. The reactants are: [O:1]1CCO[CH:2]1[C:6]1[CH:7]=[C:8]([N:12]2[C:20]3[C:15](=[CH:16][CH:17]=[CH:18][CH:19]=3)[CH:14]=[C:13]2[CH3:21])[CH:9]=[CH:10][CH:11]=1.Cl.O. (3) Given the product [O:5]=[C:4]([CH:6]1[C:11]([CH3:12])([CH3:13])[CH2:10][CH:9]=[CH:8][CH:7]1[CH3:14])[CH2:3][CH:2]([S:15][CH2:16][C:17]([O:19][CH2:20][CH2:21][CH2:22][CH2:23][O:24][C:25](=[O:28])[CH2:26][SH:27])=[O:18])[CH3:1], predict the reactants needed to synthesize it. The reactants are: [CH3:1]/[CH:2]=[CH:3]/[C:4]([CH:6]1[C:11]([CH3:13])([CH3:12])[CH2:10][CH:9]=[CH:8][CH:7]1[CH3:14])=[O:5].[SH:15][CH2:16][C:17]([O:19][CH2:20][CH2:21][CH2:22][CH2:23][O:24][C:25](=[O:28])[CH2:26][SH:27])=[O:18].C([C@@H](SC(CC(=O)C1C(C)(C)CC=CC1C)C)C([O-])=O)CCC[C@H](SC(CC(C1C(C)(C)CC=CC1C)=O)C)C([O-])=O.